Dataset: Forward reaction prediction with 1.9M reactions from USPTO patents (1976-2016). Task: Predict the product of the given reaction. (1) Given the reactants [C:1]([NH:4][CH2:5][CH2:6][CH2:7][C@:8]([C@@H:25]1[CH2:30][CH2:29][CH2:28][N:27]([C:31]([C:33]2[CH:48]=[CH:47][C:36]([CH2:37][N:38]([CH3:46])[C:39](=[O:45])[O:40]C(C)(C)C)=[CH:35][CH:34]=2)=[O:32])[CH2:26]1)([C:10]1[CH:15]=[CH:14][CH:13]=[C:12]([Cl:16])[C:11]=1C1C=CC=C(CC)C=1)[OH:9])(=[O:3])[CH3:2].Cl[C:50]1[C:55](C2C=CC=C(CC)C=2)=[C:54]([C@@:64](O)([C@@H]2CCCNC2)[CH2:65]CCNC(=O)C)[CH:53]=[CH:52][CH:51]=1.C(OC(N([CH2:88][C:89]1C=CC(C(O)=O)=[CH:91][CH:90]=1)C)=O)(C)(C)C.CCN(C(C)C)C(C)C.CN(C(ON1N=NC2C=CC=CC1=2)=[N+](C)C)C.F[P-](F)(F)(F)(F)F, predict the reaction product. The product is: [C:1]([NH:4][CH2:5][CH2:6][CH2:7][C@:8]([C@@H:25]1[CH2:30][CH2:29][CH2:28][N:27]([C:31]([C:33]2[CH:48]=[CH:47][C:36]([CH2:37][N:38]([CH3:46])[C:39](=[O:45])[O:40][CH2:88][CH2:89][CH2:90][CH3:91])=[CH:35][CH:34]=2)=[O:32])[CH2:26]1)([C:10]1[CH:15]=[CH:14][CH:13]=[C:12]([Cl:16])[C:11]=1[C:52]1[CH:51]=[CH:50][CH:55]=[C:54]([CH2:64][CH3:65])[CH:53]=1)[OH:9])(=[O:3])[CH3:2]. (2) Given the reactants C[O:2][C:3]([C:5]12[CH2:14][CH:9]3[CH2:10][CH:11]([CH2:13][CH:7]([CH:8]3[NH:15][C:16]([C:18]3([NH:24][S:25]([C:28]4[CH:33]=[CH:32][CH:31]=[CH:30][C:29]=4[Br:34])(=[O:27])=[O:26])[CH2:23][CH2:22][CH2:21][CH2:20][CH2:19]3)=[O:17])[CH2:6]1)[CH2:12]2)=[O:4].O1CCCC1.CO.[OH-].[Li+], predict the reaction product. The product is: [Br:34][C:29]1[CH:30]=[CH:31][CH:32]=[CH:33][C:28]=1[S:25]([NH:24][C:18]1([C:16]([NH:15][CH:8]2[CH:7]3[CH2:6][C:5]4([C:3]([OH:4])=[O:2])[CH2:12][CH:11]([CH2:10][CH:9]2[CH2:14]4)[CH2:13]3)=[O:17])[CH2:19][CH2:20][CH2:21][CH2:22][CH2:23]1)(=[O:27])=[O:26]. (3) Given the reactants [CH2:1]([N:8]1[CH2:15][CH:14]2[CH2:16][CH:10]([C:11]3[N:12]([C:17](=[O:23])[CH:18]=[C:19]([CH2:21][OH:22])[CH:20]=3)[CH2:13]2)[CH2:9]1)[C:2]1[CH:7]=[CH:6][CH:5]=[CH:4][CH:3]=1.[H-].[Na+].[I-].[C:27]([NH3+])(C)([CH3:29])[CH3:28].C(Br)C=C, predict the reaction product. The product is: [CH2:29]([O:22][CH2:21][C:19]1[CH:20]=[C:11]2[CH:10]3[CH2:16][CH:14]([CH2:15][N:8]([CH2:1][C:2]4[CH:3]=[CH:4][CH:5]=[CH:6][CH:7]=4)[CH2:9]3)[CH2:13][N:12]2[C:17](=[O:23])[CH:18]=1)[CH:27]=[CH2:28].